Predict the reaction yield, written as a fraction of the theoretical maximum amount of product (1.0 means a 100% yield; for example, 0.34 means a 34% yield). From a dataset of Reaction yield outcomes from USPTO patents with 853,638 reactions. The reactants are [C:1]1([CH2:7]C(N)=O)[CH:6]=[CH:5][CH:4]=[CH:3][CH:2]=1.C1(CCC=O)C=CC=CC=1.C1([CH2:27][CH:28]([NH:39][C:40](=[O:48])[CH2:41][C:42]2[CH:47]=[CH:46][CH:45]=[CH:44][CH:43]=2)[NH:29][C:30](=[O:38])[CH2:31][C:32]2[CH:37]=[CH:36][CH:35]=[CH:34][CH:33]=2)C=CC=CC=1. No catalyst specified. The product is [C:1]1([CH2:7][CH2:27][CH:28]([NH:39][C:40](=[O:48])[CH2:41][C:42]2[CH:47]=[CH:46][CH:45]=[CH:44][CH:43]=2)[NH:29][C:30](=[O:38])[CH2:31][C:32]2[CH:33]=[CH:34][CH:35]=[CH:36][CH:37]=2)[CH:6]=[CH:5][CH:4]=[CH:3][CH:2]=1. The yield is 0.920.